From a dataset of Catalyst prediction with 721,799 reactions and 888 catalyst types from USPTO. Predict which catalyst facilitates the given reaction. (1) Reactant: [CH2:1]([O:3][C:4]([N:6]1[CH2:14][CH:13]2[CH:8]([CH2:9][CH2:10][CH2:11][C:12]2=[O:15])[CH2:7]1)=[O:5])[CH3:2].[Li+].[C-:17]#[C:18][C:19]1[CH:24]=[CH:23][CH:22]=[CH:21][CH:20]=1.[Cl-].[NH4+]. Product: [CH2:1]([O:3][C:4]([N:6]1[CH2:14][CH:13]2[CH:8]([CH2:9][CH2:10][CH2:11][C:12]2([OH:15])[C:17]#[C:18][C:19]2[CH:24]=[CH:23][CH:22]=[CH:21][CH:20]=2)[CH2:7]1)=[O:5])[CH3:2]. The catalyst class is: 7. (2) Reactant: [C:1]([O:5][C:6](=[O:32])[CH2:7][CH2:8][CH:9]1[NH:14][CH2:13][CH2:12][N:11]([C:15]2[C:25]([C:26]#[N:27])=[CH:24][C:18]([C:19]([O:21][CH2:22][CH3:23])=[O:20])=[C:17]([C:28]([F:31])([F:30])[F:29])[N:16]=2)[CH2:10]1)([CH3:4])([CH3:3])[CH3:2].[C:33]1([S:39]([N:42]=[C:43]=[O:44])(=[O:41])=[O:40])[CH:38]=[CH:37][CH:36]=[CH:35][CH:34]=1. Product: [C:1]([O:5][C:6](=[O:32])[CH2:7][CH2:8][CH:9]1[N:14]([C:43]([NH:42][S:39]([C:33]2[CH:34]=[CH:35][CH:36]=[CH:37][CH:38]=2)(=[O:41])=[O:40])=[O:44])[CH2:13][CH2:12][N:11]([C:15]2[C:25]([C:26]#[N:27])=[CH:24][C:18]([C:19]([O:21][CH2:22][CH3:23])=[O:20])=[C:17]([C:28]([F:30])([F:31])[F:29])[N:16]=2)[CH2:10]1)([CH3:2])([CH3:3])[CH3:4]. The catalyst class is: 2.